This data is from Reaction yield outcomes from USPTO patents with 853,638 reactions. The task is: Predict the reaction yield, written as a fraction of the theoretical maximum amount of product (1.0 means a 100% yield; for example, 0.34 means a 34% yield). (1) The reactants are Br[C:2]1[CH:3]=[C:4]([C:14]([NH:16][CH2:17][C:18]2[C:19](=[O:32])[NH:20][C:21]([CH3:31])=[CH:22][C:23]=2[CH2:24][C:25]2[CH:30]=[CH:29][CH:28]=[CH:27][CH:26]=2)=[O:15])[C:5]2[CH:6]=[N:7][N:8]([CH:11]([CH3:13])[CH3:12])[C:9]=2[CH:10]=1.C(O)C.C(N(CC)CC)C. The catalyst is [Pd].C1COCC1. The product is [CH3:13][CH:11]([N:8]1[C:9]2[CH:10]=[CH:2][CH:3]=[C:4]([C:14]([NH:16][CH2:17][C:18]3[C:19](=[O:32])[NH:20][C:21]([CH3:31])=[CH:22][C:23]=3[CH2:24][C:25]3[CH:30]=[CH:29][CH:28]=[CH:27][CH:26]=3)=[O:15])[C:5]=2[CH:6]=[N:7]1)[CH3:12]. The yield is 0.920. (2) The reactants are [Cl:1][C:2]1[CH:3]=[C:4]([CH:8]([OH:31])[CH2:9][NH:10][C:11]2[CH:16]=[CH:15][NH:14][C:13](=[O:17])[C:12]=2[C:18]2[NH:19][C:20]3[CH:26]=[C:25]([C:27]([NH2:29])=O)[CH:24]=[C:23]([CH3:30])[C:21]=3[N:22]=2)[CH:5]=[CH:6][CH:7]=1. The catalyst is C1COCC1. The product is [NH2:29][CH2:27][C:25]1[CH:24]=[C:23]([CH3:30])[C:21]2[N:22]=[C:18]([C:12]3[C:13](=[O:17])[NH:14][CH:15]=[CH:16][C:11]=3[NH:10][CH2:9][CH:8]([C:4]3[CH:5]=[CH:6][CH:7]=[C:2]([Cl:1])[CH:3]=3)[OH:31])[NH:19][C:20]=2[CH:26]=1. The yield is 0.600. (3) The reactants are I[C:2]1[C:7]([O:8][C:9]2[C:18]3[C:13](=[CH:14][C:15]([O:21][CH3:22])=[C:16]([O:19][CH3:20])[CH:17]=3)[N:12]=[CH:11][CH:10]=2)=[CH:6][CH:5]=[C:4]([CH3:23])[N:3]=1.[CH3:24][C:25]1[CH:30]=[CH:29][CH:28]=[CH:27][C:26]=1B(O)O.C(=O)([O-])O.[Na+]. The catalyst is C1(C)C=CC=CC=1. The product is [CH3:20][O:19][C:16]1[CH:17]=[C:18]2[C:13](=[CH:14][C:15]=1[O:21][CH3:22])[N:12]=[CH:11][CH:10]=[C:9]2[O:8][C:7]1[C:2]([C:26]2[CH:27]=[CH:28][CH:29]=[CH:30][C:25]=2[CH3:24])=[N:3][C:4]([CH3:23])=[CH:5][CH:6]=1. The yield is 0.890. (4) The yield is 0.820. The product is [F:43][C:41]1[CH:40]=[C:4]([CH:3]=[C:2]([F:1])[CH:42]=1)[CH2:5][C:6]1[CH:7]=[C:8]2[C:12](=[CH:13][CH:14]=1)[NH:11][N:10]=[C:9]2[NH:15][C:16](=[O:39])[C:17]1[CH:22]=[CH:21][C:20]([NH2:23])=[CH:19][C:18]=1[N:26]([CH:33]1[CH2:34][CH2:35][O:36][CH2:37][CH2:38]1)[C:27](=[O:32])[C:28]([F:31])([F:29])[F:30]. The catalyst is [Pd].O1CCOCC1. The reactants are [F:1][C:2]1[CH:3]=[C:4]([CH:40]=[C:41]([F:43])[CH:42]=1)[CH2:5][C:6]1[CH:7]=[C:8]2[C:12](=[CH:13][CH:14]=1)[NH:11][N:10]=[C:9]2[NH:15][C:16](=[O:39])[C:17]1[CH:22]=[CH:21][C:20]([N+:23]([O-])=O)=[CH:19][C:18]=1[N:26]([CH:33]1[CH2:38][CH2:37][O:36][CH2:35][CH2:34]1)[C:27](=[O:32])[C:28]([F:31])([F:30])[F:29].C1CCCCC=1. (5) The reactants are [Cl:1][C:2]1[CH:33]=[CH:32][CH:31]=[CH:30][C:3]=1[CH2:4][N:5]([CH3:29])[C:6]([C:8]1[N:9]=[N:10][N:11]([CH2:14][C:15]2[CH:20]=[C:19]([C:21]([F:24])([F:23])[F:22])[CH:18]=[C:17]([C:25]([F:28])([F:27])[F:26])[CH:16]=2)[C:12]=1Cl)=[O:7].[C:34]1([SH:40])[CH:39]=[CH:38][CH:37]=[CH:36][CH:35]=1. The catalyst is CN(C=O)C.O. The product is [Cl:1][C:2]1[CH:33]=[CH:32][CH:31]=[CH:30][C:3]=1[CH2:4][N:5]([CH3:29])[C:6]([C:8]1[N:9]=[N:10][N:11]([CH2:14][C:15]2[CH:20]=[C:19]([C:21]([F:24])([F:23])[F:22])[CH:18]=[C:17]([C:25]([F:27])([F:26])[F:28])[CH:16]=2)[C:12]=1[S:40][C:34]1[CH:39]=[CH:38][CH:37]=[CH:36][CH:35]=1)=[O:7]. The yield is 0.500. (6) The product is [CH3:1][O:2][C:3]1[CH:4]=[C:5]2[C:10](=[CH:11][C:12]=1[O:13][CH3:14])[N:9]=[CH:8][CH:7]=[C:6]2[O:15][C:16]1[C:22]([CH3:23])=[CH:21][C:19]([NH:20][C:36](=[O:35])[O:37][CH:25]([CH3:31])[CH3:26])=[C:18]([CH3:24])[CH:17]=1. The yield is 0.750. The catalyst is C(Cl)Cl.CC(O)C.C(N(CC)CC)C. The reactants are [CH3:1][O:2][C:3]1[CH:4]=[C:5]2[C:10](=[CH:11][C:12]=1[O:13][CH3:14])[N:9]=[CH:8][CH:7]=[C:6]2[O:15][C:16]1[C:22]([CH3:23])=[CH:21][C:19]([NH2:20])=[C:18]([CH3:24])[CH:17]=1.[C:25]1([CH3:31])C=CC=C[CH:26]=1.ClC(Cl)([O:35][C:36](=O)[O:37]C(Cl)(Cl)Cl)Cl.C(=O)(O)[O-].[Na+]. (7) The reactants are [C:1]([C:4]1[CH:9]=[CH:8][C:7]([NH:10][C:11]([C:13]2[N:14](COCC[Si](C)(C)C)[CH:15]=[C:16]([C:18]#[N:19])[N:17]=2)=[O:12])=[C:6]([C:28]2[CH2:33][CH2:32][C:31]([CH3:35])([CH3:34])[CH2:30][CH:29]=2)[CH:5]=1)(=[O:3])[CH3:2].CCO.C(O)(C(F)(F)F)=O. The catalyst is C(Cl)Cl.CO. The product is [C:1]([C:4]1[CH:9]=[CH:8][C:7]([NH:10][C:11]([C:13]2[NH:14][CH:15]=[C:16]([C:18]#[N:19])[N:17]=2)=[O:12])=[C:6]([C:28]2[CH2:33][CH2:32][C:31]([CH3:35])([CH3:34])[CH2:30][CH:29]=2)[CH:5]=1)(=[O:3])[CH3:2]. The yield is 1.00. (8) The reactants are [F:1][C:2]1[CH:7]=[CH:6][C:5]([CH:8]([OH:42])[CH2:9][N:10]2[C:15](=[O:16])[C:14]([CH2:17][C:18]3[CH:23]=[CH:22][C:21]([C:24]4[CH:29]=[CH:28][CH:27]=[CH:26][C:25]=4[C:30]4[NH:34][C:33](=[O:35])[O:32][N:31]=4)=[CH:20][CH:19]=3)=[C:13]([CH2:36][CH2:37][CH3:38])[N:12]3[N:39]=[CH:40][N:41]=[C:11]23)=[CH:4][CH:3]=1.CC(OI1(OC(C)=O)(OC(C)=O)OC(=O)C2C=CC=CC1=2)=O.C(=O)([O-])O.[Na+].S([O-])([O-])(=O)=S.[Na+].[Na+]. The catalyst is C(#N)C. The product is [F:1][C:2]1[CH:3]=[CH:4][C:5]([C:8](=[O:42])[CH2:9][N:10]2[C:15](=[O:16])[C:14]([CH2:17][C:18]3[CH:19]=[CH:20][C:21]([C:24]4[CH:29]=[CH:28][CH:27]=[CH:26][C:25]=4[C:30]4[NH:34][C:33](=[O:35])[O:32][N:31]=4)=[CH:22][CH:23]=3)=[C:13]([CH2:36][CH2:37][CH3:38])[N:12]3[N:39]=[CH:40][N:41]=[C:11]23)=[CH:6][CH:7]=1. The yield is 0.650. (9) The reactants are Br[C:2]1[C:3]([CH3:12])=[CH:4][C:5]2[C:9]([CH:10]=1)=[N:8][N:7]([CH3:11])[CH:6]=2.[B:13]1([B:13]2[O:17][C:16]([CH3:19])([CH3:18])[C:15]([CH3:21])([CH3:20])[O:14]2)[O:17][C:16]([CH3:19])([CH3:18])[C:15]([CH3:21])([CH3:20])[O:14]1.C([O-])(=O)C.[K+].CC(=O)OCC.[Cl-].[Na+].O. The catalyst is O1CCOCC1. The product is [CH3:11][N:7]1[CH:6]=[C:5]2[C:9]([CH:10]=[C:2]([B:13]3[O:17][C:16]([CH3:19])([CH3:18])[C:15]([CH3:21])([CH3:20])[O:14]3)[C:3]([CH3:12])=[CH:4]2)=[N:8]1. The yield is 0.979. (10) The reactants are C(Cl)(=O)C(Cl)=O.CS(C)=O.[C:11]([Si:15]([CH3:30])([CH3:29])[O:16][CH2:17][CH:18]([OH:28])[CH2:19][NH:20][C:21](=[O:27])[O:22][C:23]([CH3:26])([CH3:25])[CH3:24])([CH3:14])([CH3:13])[CH3:12].C(N(CC)CC)C. The catalyst is C(Cl)Cl. The product is [Si:15]([O:16][CH2:17][C:18](=[O:28])[CH2:19][NH:20][C:21](=[O:27])[O:22][C:23]([CH3:26])([CH3:25])[CH3:24])([C:11]([CH3:14])([CH3:13])[CH3:12])([CH3:30])[CH3:29]. The yield is 0.920.